Dataset: Catalyst prediction with 721,799 reactions and 888 catalyst types from USPTO. Task: Predict which catalyst facilitates the given reaction. Reactant: N1C=CC=CC=1C1N=NN(C2C=CC(NC3C4N(C=CN=4)C(C4C=CC(C(N)=O)=CC=4)=CN=3)=CC=2)C=1.[N+:37]([C:40]1[N:45]=[CH:44][C:43]([N:46]2[CH2:51][CH2:50][O:49][CH2:48][CH2:47]2)=[CH:42][CH:41]=1)([O-])=O.O.O.[Sn](Cl)Cl. Product: [N:46]1([C:43]2[CH:42]=[CH:41][C:40]([NH2:37])=[N:45][CH:44]=2)[CH2:51][CH2:50][O:49][CH2:48][CH2:47]1. The catalyst class is: 240.